Dataset: Catalyst prediction with 721,799 reactions and 888 catalyst types from USPTO. Task: Predict which catalyst facilitates the given reaction. Reactant: [CH3:1][O:2][C:3](=[O:20])[CH:4]([N:11]1[C:16](=[O:17])[C:15]([Cl:18])=[C:14](Cl)[CH:13]=[N:12]1)[CH2:5][CH:6]1[CH2:10][CH2:9][CH2:8][CH2:7]1.[CH3:21][C:22]1[CH:27]=[C:26]([CH3:28])[N:25]=[C:24]([OH:29])[N:23]=1.C(=O)([O-])[O-].[K+].[K+]. The catalyst class is: 9. Product: [CH3:1][O:2][C:3](=[O:20])[CH:4]([N:11]1[C:16](=[O:17])[C:15]([Cl:18])=[C:14]([O:29][C:24]2[N:25]=[C:26]([CH3:28])[CH:27]=[C:22]([CH3:21])[N:23]=2)[CH:13]=[N:12]1)[CH2:5][CH:6]1[CH2:10][CH2:9][CH2:8][CH2:7]1.